From a dataset of Catalyst prediction with 721,799 reactions and 888 catalyst types from USPTO. Predict which catalyst facilitates the given reaction. Reactant: [NH:1]1[CH2:5][CH2:4][CH2:3][CH2:2]1.CCN(C(C)C)C(C)C.[N:15]1[C:22]([Cl:23])=[N:21][C:19](Cl)=[N:18][C:16]=1Cl.Cl.[C:25]1([S:31]([N:34]2[CH2:39][CH2:38][CH:37]([NH2:40])[CH2:36][CH2:35]2)(=[O:33])=[O:32])[CH:30]=[CH:29][CH:28]=[CH:27][CH:26]=1. Product: [C:25]1([S:31]([N:34]2[CH2:35][CH2:36][CH:37]([NH:40][C:16]3[N:15]=[C:22]([Cl:23])[N:21]=[C:19]([N:1]4[CH2:5][CH2:4][CH2:3][CH2:2]4)[N:18]=3)[CH2:38][CH2:39]2)(=[O:32])=[O:33])[CH:30]=[CH:29][CH:28]=[CH:27][CH:26]=1. The catalyst class is: 20.